This data is from Choline transporter screen with 302,306 compounds. The task is: Binary Classification. Given a drug SMILES string, predict its activity (active/inactive) in a high-throughput screening assay against a specified biological target. (1) The drug is Clc1cc(NC(=O)/C(=C2\CCC(CC2)C)C#N)ccc1. The result is 0 (inactive). (2) The compound is OC(c1n(nc(n1)C)c1ccccc1)(C)C. The result is 0 (inactive). (3) The compound is O=C1N(C(=O)c2c1cc([N+]([O-])=O)cc2)c1c(=O)[nH]c(=O)[nH]c1. The result is 0 (inactive). (4) The result is 0 (inactive). The drug is Clc1nc2n(ncc2c(Nc2c(Cl)cccc2)n1)C. (5) The molecule is O=C(N1CCN(CC1)Cc1cc2OCOc2cc1)COc1ccc(OC)cc1. The result is 0 (inactive). (6) The molecule is O=c1nc(nc2[nH][nH]nc12)N. The result is 0 (inactive). (7) The drug is Brc1c([nH]nc1[N+]([O-])=O)C(=O)Nc1c(c(ccc1)C)C. The result is 1 (active).